From a dataset of Reaction yield outcomes from USPTO patents with 853,638 reactions. Predict the reaction yield, written as a fraction of the theoretical maximum amount of product (1.0 means a 100% yield; for example, 0.34 means a 34% yield). (1) The reactants are Br[C:2]1[CH:7]=[CH:6][C:5]([O:8][CH3:9])=[CH:4][N:3]=1.[I-:10].[Na+].CN[C@@H]1CCCC[C@H]1NC. The catalyst is O1CCOCC1.[Cu](I)I. The product is [I:10][C:2]1[CH:7]=[CH:6][C:5]([O:8][CH3:9])=[CH:4][N:3]=1. The yield is 0.470. (2) The reactants are [Br:1][CH2:2][C@@H:3]([C:5]1[CH:6]=[N:7][CH:8]=[CH:9][CH:10]=1)O.N1C=CN=C1.[Si:16](Cl)([C:19]([CH3:22])([CH3:21])[CH3:20])([CH3:18])[CH3:17].O. The catalyst is CN(C)C=O.C(Cl)(Cl)Cl. The product is [Br:1][CH2:2][C@@H:3]([C:5]1[CH:6]=[N:7][CH:8]=[CH:9][CH:10]=1)[Si:16]([C:19]([CH3:22])([CH3:21])[CH3:20])([CH3:18])[CH3:17]. The yield is 0.580. (3) The reactants are [NH2:1][C:2]1[O:6][N:5]=[C:4]([C:7]2[CH:12]=[CH:11][CH:10]=[CH:9][C:8]=2[F:13])[C:3]=1[C:14]([OH:16])=O.Cl.C(N=C=N[CH2:23][CH2:24][CH2:25][N:26]([CH3:28])C)C.N1CCN([C:35]([O:37][CH3:38])=[O:36])CC1.Cl[CH2:40]Cl. No catalyst specified. The yield is 0.720. The product is [CH3:38][O:37][C:35]([CH:23]1[CH2:24][CH2:25][N:26]([C:14]([C:3]2[C:4]([C:7]3[CH:12]=[CH:11][CH:10]=[CH:9][C:8]=3[F:13])=[N:5][O:6][C:2]=2[NH2:1])=[O:16])[CH2:28][CH2:40]1)=[O:36]. (4) The reactants are [C:1]1(=[O:11])[NH:5][C:4](=[O:6])[C:3]2=[CH:7][CH:8]=[CH:9][CH:10]=[C:2]12.[K].Br[CH2:14][C:15]1[C:20]([Cl:21])=[CH:19][C:18]([O:22][CH3:23])=[CH:17][C:16]=1[Cl:24].CN(C=O)C. The catalyst is C(OCC)(=O)C. The product is [Cl:21][C:20]1[CH:19]=[C:18]([O:22][CH3:23])[CH:17]=[C:16]([Cl:24])[C:15]=1[CH2:14][N:5]1[C:1](=[O:11])[C:2]2[C:3](=[CH:7][CH:8]=[CH:9][CH:10]=2)[C:4]1=[O:6]. The yield is 0.820.